Dataset: Reaction yield outcomes from USPTO patents with 853,638 reactions. Task: Predict the reaction yield, written as a fraction of the theoretical maximum amount of product (1.0 means a 100% yield; for example, 0.34 means a 34% yield). (1) The reactants are [C:1]([O:5][C:6]([N:8]1[CH2:13][CH2:12][N:11]([C:14]2[CH:19]=[CH:18][CH:17]=[C:16]([OH:20])[N:15]=2)[CH2:10][CH2:9]1)=[O:7])([CH3:4])([CH3:3])[CH3:2].[C:21]1([CH:27]([C:46]2[CH:51]=[CH:50][CH:49]=[CH:48][CH:47]=2)[CH2:28][N:29]([CH2:42][CH2:43][CH2:44]O)[CH2:30][C:31]2[CH:36]=[CH:35][CH:34]=[C:33]([C:37]([F:40])([F:39])[F:38])[C:32]=2[Cl:41])[CH:26]=[CH:25][CH:24]=[CH:23][CH:22]=1.OC1C=C(C=CC=1)CC1N(COCC)N=NN=1.BrCCCO. No catalyst specified. The product is [C:1]([O:5][C:6]([N:8]1[CH2:13][CH2:12][N:11]([C:14]2[CH:19]=[CH:18][CH:17]=[C:16]([O:20][CH2:44][CH2:43][CH2:42][N:29]([CH2:30][C:31]3[CH:36]=[CH:35][CH:34]=[C:33]([C:37]([F:38])([F:39])[F:40])[C:32]=3[Cl:41])[CH2:28][CH:27]([C:46]3[CH:51]=[CH:50][CH:49]=[CH:48][CH:47]=3)[C:21]3[CH:22]=[CH:23][CH:24]=[CH:25][CH:26]=3)[N:15]=2)[CH2:10][CH2:9]1)=[O:7])([CH3:4])([CH3:2])[CH3:3]. The yield is 0.520. (2) The reactants are C(=O)([O-])[O-].[Cs+].[Cs+].FC(F)(F)S(O[C:13]1[CH:14]=[CH:15][C:16]2[O:20][C:19]([C:21]3[CH:26]=[CH:25][C:24]([F:27])=[CH:23][CH:22]=3)=[C:18]([C:28](=[O:31])[NH:29][CH3:30])[C:17]=2[CH:32]=1)(=O)=O.[CH:35]([C:37]1[CH:38]=[C:39](B(O)O)[CH:40]=[CH:41][CH:42]=1)=[O:36].O1CCOCC1. The catalyst is C(OCC)(=O)C.C1C=CC([P]([Pd]([P](C2C=CC=CC=2)(C2C=CC=CC=2)C2C=CC=CC=2)([P](C2C=CC=CC=2)(C2C=CC=CC=2)C2C=CC=CC=2)[P](C2C=CC=CC=2)(C2C=CC=CC=2)C2C=CC=CC=2)(C2C=CC=CC=2)C2C=CC=CC=2)=CC=1.O. The product is [F:27][C:24]1[CH:23]=[CH:22][C:21]([C:19]2[O:20][C:16]3[CH:15]=[CH:14][C:13]([C:41]4[CH:40]=[CH:39][CH:38]=[C:37]([CH:35]=[O:36])[CH:42]=4)=[CH:32][C:17]=3[C:18]=2[C:28]([NH:29][CH3:30])=[O:31])=[CH:26][CH:25]=1. The yield is 0.410. (3) The reactants are [N:1]1[C:10]2[C:5](=[N:6][CH:7]=[CH:8][N:9]=2)[C:4]([NH:11][CH2:12][CH2:13][C:14]2[CH:19]=[CH:18][C:17]([OH:20])=[CH:16][CH:15]=2)=[N:3][CH:2]=1.Cl[C:22]1[CH:27]=[N:26][CH:25]=[CH:24][N:23]=1.[H-].[Na+]. The catalyst is CN(C=O)C. The product is [N:1]1[C:10]2[C:5](=[N:6][CH:7]=[CH:8][N:9]=2)[C:4]([NH:11][CH2:12][CH2:13][C:14]2[CH:19]=[CH:18][C:17]([O:20][C:22]3[CH:27]=[N:26][CH:25]=[CH:24][N:23]=3)=[CH:16][CH:15]=2)=[N:3][CH:2]=1. The yield is 0.840. (4) The reactants are [CH2:1]([N:3]1[CH:7]=[C:6]([CH2:8]O)[N:5]=[CH:4]1)[CH3:2].S(Cl)([Cl:12])=O. The catalyst is O1CCCC1. The product is [ClH:12].[Cl:12][CH2:8][C:6]1[N:5]=[CH:4][N:3]([CH2:1][CH3:2])[CH:7]=1. The yield is 1.00. (5) The reactants are [CH:1]12[CH2:8][CH2:7][CH:4]([CH:5]=[CH:6]1)[CH2:3][CH:2]2[C:9]1([CH3:17])[N:13]([CH3:14])[C:12](=[O:15])[NH:11][C:10]1=[O:16].Br[CH2:19][C:20]([C:22]1[CH:27]=[CH:26][CH:25]=[C:24]([OH:28])[CH:23]=1)=[O:21]. No catalyst specified. The product is [C@H:1]12[CH2:8][CH2:7][C@H:4]([CH:5]=[CH:6]1)[CH2:3][CH:2]2[C:9]1([CH3:17])[N:13]([CH3:14])[C:12](=[O:15])[N:11]([CH2:19][C:20]([C:22]2[CH:27]=[CH:26][CH:25]=[C:24]([OH:28])[CH:23]=2)=[O:21])[C:10]1=[O:16]. The yield is 0.290. (6) The reactants are [CH:1](=[O:6])[CH2:2][CH2:3][CH:4]=[CH2:5].[N+:7](/[CH:10]=[CH:11]/[C:12]1[CH:17]=[CH:16][CH:15]=[CH:14][CH:13]=1)([O-:9])=[O:8].CCOCC.[Na+].[Cl-]. The catalyst is C(Cl)(Cl)Cl. The product is [N+:7]([CH2:10][C@@H:11]([C:12]1[CH:17]=[CH:16][CH:15]=[CH:14][CH:13]=1)[C:1](=[O:6])[CH2:2][CH2:3][CH:4]=[CH2:5])([O-:9])=[O:8]. The yield is 0.830. (7) The reactants are C[O:2][C:3]([C:5]1[CH:10]=[C:9]([N:11]([CH2:13][C:14]2[CH:19]=[CH:18][CH:17]=[CH:16][CH:15]=2)[CH3:12])[CH:8]=[CH:7][N:6]=1)=[O:4].[OH-].[Li+].Cl.C(OCC)C. The catalyst is CO.O. The product is [CH2:13]([N:11]([CH3:12])[C:9]1[CH:8]=[CH:7][N:6]=[C:5]([C:3]([OH:4])=[O:2])[CH:10]=1)[C:14]1[CH:19]=[CH:18][CH:17]=[CH:16][CH:15]=1. The yield is 1.00.